The task is: Predict the product of the given reaction.. This data is from Forward reaction prediction with 1.9M reactions from USPTO patents (1976-2016). (1) Given the reactants [C:1]([C:3]1[CH:34]=[CH:33][C:6]([CH2:7][N:8]([CH2:25][C:26]2[CH:31]=[CH:30][C:29]([OH:32])=[CH:28][CH:27]=2)[C:9]2[C:10]([CH3:24])=[C:11]([N:15]([S:20]([CH3:23])(=[O:22])=[O:21])[S:16]([CH3:19])(=[O:18])=[O:17])[CH:12]=[CH:13][CH:14]=2)=[CH:5][CH:4]=1)#[N:2].[N+:35]([C:38]1[CH:43]=[CH:42][C:41](B(O)O)=[CH:40][C:39]=1[O:47][CH2:48][CH2:49][C:50]1[CH:51]=[N:52][CH:53]=[CH:54][CH:55]=1)([O-:37])=[O:36].N1C=CC=CC=1.C(N(CC)CC)C, predict the reaction product. The product is: [C:1]([C:3]1[CH:4]=[CH:5][C:6]([CH2:7][N:8]([CH2:25][C:26]2[CH:27]=[CH:28][C:29]([O:32][C:41]3[CH:42]=[CH:43][C:38]([N+:35]([O-:37])=[O:36])=[C:39]([O:47][CH2:48][CH2:49][C:50]4[CH:51]=[N:52][CH:53]=[CH:54][CH:55]=4)[CH:40]=3)=[CH:30][CH:31]=2)[C:9]2[C:10]([CH3:24])=[C:11]([N:15]([S:20]([CH3:23])(=[O:21])=[O:22])[S:16]([CH3:19])(=[O:18])=[O:17])[CH:12]=[CH:13][CH:14]=2)=[CH:33][CH:34]=1)#[N:2]. (2) Given the reactants [CH2:1]([O:8][C@@H:9]1[CH2:12][C@H:11](OS(C)(=O)=O)[CH2:10]1)[C:2]1[CH:7]=[CH:6][CH:5]=[CH:4][CH:3]=1.[I-:18].[Na+], predict the reaction product. The product is: [CH2:1]([O:8][C@H:9]1[CH2:12][C@H:11]([I:18])[CH2:10]1)[C:2]1[CH:7]=[CH:6][CH:5]=[CH:4][CH:3]=1. (3) Given the reactants [CH2:1]([O:8][CH2:9][CH2:10][N:11]([C:19]1[S:20][C@H:21]2[O:27][C@H:26]([CH2:28][O:29][Si](C(C)(C)C)(C)C)[C@@H:25]([O:37][CH2:38][C:39]3[CH:44]=[CH:43][C:42]([O:45][CH3:46])=[CH:41][CH:40]=3)[C@H:24]([O:47][CH2:48][C:49]3[CH:54]=[CH:53][C:52]([O:55][CH3:56])=[CH:51][CH:50]=3)[C@H:22]2[N:23]=1)[C:12](=[O:18])[O:13][C:14]([CH3:17])([CH3:16])[CH3:15])[C:2]1[CH:7]=[CH:6][CH:5]=[CH:4][CH:3]=1.CCCC[N+](CCCC)(CCCC)CCCC.[F-], predict the reaction product. The product is: [C:14]([O:13][C:12](=[O:18])[N:11]([CH2:10][CH2:9][O:8][CH2:1][C:2]1[CH:7]=[CH:6][CH:5]=[CH:4][CH:3]=1)[C:19]1[S:20][C@H:21]2[O:27][C@H:26]([CH2:28][OH:29])[C@@H:25]([O:37][CH2:38][C:39]3[CH:40]=[CH:41][C:42]([O:45][CH3:46])=[CH:43][CH:44]=3)[C@H:24]([O:47][CH2:48][C:49]3[CH:50]=[CH:51][C:52]([O:55][CH3:56])=[CH:53][CH:54]=3)[C@H:22]2[N:23]=1)([CH3:17])([CH3:15])[CH3:16]. (4) Given the reactants [CH2:1]([C:8]1[CH:13]=[C:12](Cl)[N:11]=[C:10]([Cl:15])[N:9]=1)[C:2]1[CH:7]=[CH:6][CH:5]=[CH:4][CH:3]=1.[CH3:16][Zn]C.C(OCC)(=O)C.O, predict the reaction product. The product is: [CH2:1]([C:8]1[CH:13]=[C:12]([CH3:16])[N:11]=[C:10]([Cl:15])[N:9]=1)[C:2]1[CH:7]=[CH:6][CH:5]=[CH:4][CH:3]=1. (5) Given the reactants [CH3:1][Si:2]([C:5]#[CH:6])([CH3:4])[CH3:3].[CH2:7]([O:9][C:10](=[O:14])[CH:11]=[N+:12]=[N-:13])[CH3:8], predict the reaction product. The product is: [CH3:1][Si:2]([CH3:4])([CH3:3])[C:5]1[CH:6]=[C:11]([C:10]([O:9][CH2:7][CH3:8])=[O:14])[NH:12][N:13]=1. (6) Given the reactants C([N:8](CC1C=CC=CC=1)[C:9]1([CH2:14][NH:15][C:16]2[C:25]3[C:20](=[CH:21][CH:22]=[C:23]([CH3:26])[CH:24]=3)[N:19]=[C:18]([N:27]3[CH2:33][C:32]4[CH:34]=[CH:35][CH:36]=[CH:37][C:31]=4[S:30](=[O:39])(=[O:38])[CH2:29][CH2:28]3)[CH:17]=2)[CH2:13]C[O:11][CH2:10]1)C1C=CC=CC=1.N[CH2:48]C1(N(CC2C=CC=CC=2)CC2C=CC=CC=2)COC1, predict the reaction product. The product is: [NH2:8][C:9]1([CH2:14][NH:15][C:16]2[C:25]3[C:20](=[CH:21][CH:22]=[C:23]([CH3:26])[CH:24]=3)[N:19]=[C:18]([N:27]3[CH:33]([CH3:48])[C:32]4[CH:34]=[CH:35][CH:36]=[CH:37][C:31]=4[S:30](=[O:38])(=[O:39])[CH2:29][CH2:28]3)[CH:17]=2)[CH2:13][O:11][CH2:10]1. (7) Given the reactants [C:1]([NH:5][C:6]([C:8]1[C:16]2[C:11](=[N:12][CH:13]=[C:14]([C:17]3[C:25]4[C:20](=[CH:21][CH:22]=[C:23]([O:26][CH:27]([F:29])[F:28])[CH:24]=4)[N:19]([CH2:30][CH2:31][CH2:32][N:33]4[CH2:36][CH:35]([C:37]#[N:38])[CH2:34]4)[N:18]=3)[N:15]=2)[N:10](COCC[Si](C)(C)C)[CH:9]=1)=[O:7])([CH3:4])([CH3:3])[CH3:2].C(O)(C(F)(F)F)=O, predict the reaction product. The product is: [C:1]([NH:5][C:6]([C:8]1[C:16]2[C:11](=[N:12][CH:13]=[C:14]([C:17]3[C:25]4[C:20](=[CH:21][CH:22]=[C:23]([O:26][CH:27]([F:28])[F:29])[CH:24]=4)[N:19]([CH2:30][CH2:31][CH2:32][N:33]4[CH2:34][CH:35]([C:37]#[N:38])[CH2:36]4)[N:18]=3)[N:15]=2)[NH:10][CH:9]=1)=[O:7])([CH3:4])([CH3:2])[CH3:3]. (8) The product is: [CH3:1][O:2][C:3]1[CH:4]=[CH:5][C:6]2[O:11][CH:10]([C:12]3[CH:17]=[CH:16][CH:15]=[CH:14][CH:13]=3)[CH2:9][N:8]([CH2:26][C:27]#[N:28])[C:7]=2[CH:18]=1. Given the reactants [CH3:1][O:2][C:3]1[CH:4]=[CH:5][C:6]2[O:11][CH:10]([C:12]3[CH:17]=[CH:16][CH:15]=[CH:14][CH:13]=3)[CH2:9][NH:8][C:7]=2[CH:18]=1.O.C(=O)([O-])O.[K+].Br[CH2:26][C:27]#[N:28], predict the reaction product. (9) The product is: [C:1]([O:5][C:6]([N:8]1[CH2:13][CH2:12][N:11]([C:14]2[CH:19]=[CH:18][CH:17]=[CH:16][C:15]=2[C:33]2[CH2:34][CH2:35][C:30]([CH2:45][CH3:46])([CH2:28][CH3:29])[CH2:31][CH:32]=2)[CH2:10][CH2:9]1)=[O:7])([CH3:4])([CH3:3])[CH3:2]. Given the reactants [C:1]([O:5][C:6]([N:8]1[CH2:13][CH2:12][N:11]([C:14]2[CH:19]=[CH:18][CH:17]=[CH:16][C:15]=2OS(C(F)(F)F)(=O)=O)[CH2:10][CH2:9]1)=[O:7])([CH3:4])([CH3:3])[CH3:2].[CH2:28]([C:30]1([CH2:45][CH3:46])[CH2:35][CH2:34][C:33](B2OC(C)(C)C(C)(C)O2)=[CH:32][CH2:31]1)[CH3:29], predict the reaction product. (10) Given the reactants [Cl:1][S:2]([C:5]1[S:9][C:8]([CH3:10])=[C:7]([C:11](Cl)=[O:12])[CH:6]=1)(=[O:4])=[O:3].[F:14][C:15]1[CH:16]=[C:17]([CH:19]=[CH:20][C:21]=1[F:22])[NH2:18], predict the reaction product. The product is: [F:14][C:15]1[CH:16]=[C:17]([NH:18][C:11]([C:7]2[CH:6]=[C:5]([S:2]([Cl:1])(=[O:4])=[O:3])[S:9][C:8]=2[CH3:10])=[O:12])[CH:19]=[CH:20][C:21]=1[F:22].